This data is from Peptide-MHC class I binding affinity with 185,985 pairs from IEDB/IMGT. The task is: Regression. Given a peptide amino acid sequence and an MHC pseudo amino acid sequence, predict their binding affinity value. This is MHC class I binding data. (1) The peptide sequence is AMEKSSKYY. The MHC is HLA-B15:01 with pseudo-sequence HLA-B15:01. The binding affinity (normalized) is 0.140. (2) The peptide sequence is SELPDFACS. The MHC is HLA-A68:02 with pseudo-sequence HLA-A68:02. The binding affinity (normalized) is 0. (3) The MHC is HLA-A02:02 with pseudo-sequence HLA-A02:02. The peptide sequence is KLSYGIATV. The binding affinity (normalized) is 0.930.